Dataset: Forward reaction prediction with 1.9M reactions from USPTO patents (1976-2016). Task: Predict the product of the given reaction. (1) Given the reactants [Cl:1][C:2]1[CH:10]=[C:9]2[C:5]([C:6]([C:11](=[O:16])[C:12]([F:15])([F:14])[F:13])=[CH:7][NH:8]2)=[CH:4][CH:3]=1.[F:17][C:18]1[CH:19]=[C:20](B(O)O)[CH:21]=[C:22]([F:24])[CH:23]=1.N1C=CC=CC=1, predict the reaction product. The product is: [Cl:1][C:2]1[CH:10]=[C:9]2[C:5]([C:6]([C:11](=[O:16])[C:12]([F:13])([F:14])[F:15])=[CH:7][N:8]2[C:20]2[CH:19]=[C:18]([F:17])[CH:23]=[C:22]([F:24])[CH:21]=2)=[CH:4][CH:3]=1. (2) The product is: [O:19]=[C:20]1[C:25]2[C:26]([CH2:29][O:30][C:7]3[CH:15]=[CH:14][CH:13]=[C:12]4[C:8]=3[CH:9]=[C:10]([C:16]([OH:18])=[O:17])[NH:11]4)=[CH:27][O:28][C:24]=2[CH2:23][CH2:22][CH2:21]1. Given the reactants C1(CO[C:7]2[CH:15]=[CH:14][CH:13]=[C:12]3[C:8]=2[CH:9]=[C:10]([C:16]([OH:18])=[O:17])[NH:11]3)CCC1.[O:19]=[C:20]1[C:25]2[C:26]([CH2:29][OH:30])=[CH:27][O:28][C:24]=2[CH2:23][CH2:22][CH2:21]1.C(OC(C1NC2C(C=1)=C(O)C=CC=2)=O)C, predict the reaction product. (3) Given the reactants Br[C:2]1[CH:3]=[C:4]([CH:25]=[CH:26][N:27]=1)[C:5]([NH:7][C:8]1[S:9][C:10]2[C:16]([CH:17]3[CH2:22][CH2:21][O:20][CH2:19][CH2:18]3)=[CH:15][CH:14]=[C:13]([O:23][CH3:24])[C:11]=2[N:12]=1)=[O:6].C(=O)([O-])[O-].[Cs+].[Cs+].[CH3:34][O:35][CH2:36][CH2:37][NH2:38], predict the reaction product. The product is: [CH3:34][O:35][CH2:36][CH2:37][NH:38][C:2]1[CH:3]=[C:4]([CH:25]=[CH:26][N:27]=1)[C:5]([NH:7][C:8]1[S:9][C:10]2[C:16]([CH:17]3[CH2:18][CH2:19][O:20][CH2:21][CH2:22]3)=[CH:15][CH:14]=[C:13]([O:23][CH3:24])[C:11]=2[N:12]=1)=[O:6].